Dataset: Full USPTO retrosynthesis dataset with 1.9M reactions from patents (1976-2016). Task: Predict the reactants needed to synthesize the given product. (1) Given the product [N+:1]([C:4]1[CH:5]=[N:6][N:7]([C:14]([O:13][C:10]([CH3:12])([CH3:11])[CH3:9])=[O:15])[CH:8]=1)([O-:3])=[O:2], predict the reactants needed to synthesize it. The reactants are: [N+:1]([C:4]1[CH:5]=[N:6][NH:7][CH:8]=1)([O-:3])=[O:2].[CH3:9][C:10]([O:13][C:14](O[C:14]([O:13][C:10]([CH3:12])([CH3:11])[CH3:9])=[O:15])=[O:15])([CH3:12])[CH3:11]. (2) Given the product [Cl:34][C:35]1[CH:44]=[C:43]2[C:38]([C:39]([N:45]3[CH2:50][CH2:49][N:48]([C:13]([NH:9][CH:6]4[CH2:5][CH2:4][CH:3]([C:2]([F:10])([F:11])[F:1])[CH2:8][CH2:7]4)=[O:14])[CH2:47][CH2:46]3)=[CH:40][CH:41]=[N:42]2)=[CH:37][CH:36]=1, predict the reactants needed to synthesize it. The reactants are: [F:1][C:2]([F:11])([F:10])[CH:3]1[CH2:8][CH2:7][CH:6]([NH2:9])[CH2:5][CH2:4]1.Cl[C:13](OC1C=CC([N+]([O-])=O)=CC=1)=[O:14].C(N(C(C)C)CC)(C)C.[Cl:34][C:35]1[CH:44]=[C:43]2[C:38]([C:39]([N:45]3[CH2:50][CH2:49][NH:48][CH2:47][CH2:46]3)=[CH:40][CH:41]=[N:42]2)=[CH:37][CH:36]=1. (3) Given the product [ClH:38].[CH3:37][O:36][C:15]1[CH:16]=[CH:17][C:18]([NH:20][S:22]([C:25]2[C:33]3[O:32][C:31]([F:35])([F:34])[O:30][C:29]=3[CH:28]=[CH:27][CH:26]=2)(=[O:24])=[O:23])=[CH:19][C:14]=1[N:11]1[CH2:12][CH2:13][NH:8][CH2:9][CH2:10]1, predict the reactants needed to synthesize it. The reactants are: C(OC([N:8]1[CH2:13][CH2:12][N:11]([C:14]2[CH:19]=[C:18]([N:20]([S:22]([C:25]3[C:33]4[O:32][C:31]([F:35])([F:34])[O:30][C:29]=4[CH:28]=[CH:27][CH:26]=3)(=[O:24])=[O:23])C)[CH:17]=[CH:16][C:15]=2[O:36][CH3:37])[CH2:10][CH2:9]1)=O)(C)(C)C.[ClH:38]. (4) Given the product [CH2:23]([O:30][C:31]1[CH:32]=[CH:33][C:34]([C@@H:42]([O:45][Si:46]([C:49]([CH3:50])([CH3:52])[CH3:51])([CH3:48])[CH3:47])[CH2:43][NH:1][CH2:2][CH2:3][C:4]2[CH:5]=[C:6]([NH:10][C:11]([NH:13][CH2:14][CH2:15][CH2:16][C:17]3[CH:22]=[CH:21][CH:20]=[CH:19][CH:18]=3)=[O:12])[CH:7]=[CH:8][CH:9]=2)=[C:35]2[C:40]=1[NH:39][C:38](=[O:41])[CH:37]=[CH:36]2)[C:24]1[CH:25]=[CH:26][CH:27]=[CH:28][CH:29]=1, predict the reactants needed to synthesize it. The reactants are: [NH2:1][CH2:2][CH2:3][C:4]1[CH:5]=[C:6]([NH:10][C:11]([NH:13][CH2:14][CH2:15][CH2:16][C:17]2[CH:22]=[CH:21][CH:20]=[CH:19][CH:18]=2)=[O:12])[CH:7]=[CH:8][CH:9]=1.[CH2:23]([O:30][C:31]1[CH:32]=[CH:33][C:34]([C@@H:42]([O:45][Si:46]([C:49]([CH3:52])([CH3:51])[CH3:50])([CH3:48])[CH3:47])[CH2:43]Br)=[C:35]2[C:40]=1[NH:39][C:38](=[O:41])[CH:37]=[CH:36]2)[C:24]1[CH:29]=[CH:28][CH:27]=[CH:26][CH:25]=1.C(=O)([O-])O.[Na+].O.